The task is: Regression. Given a peptide amino acid sequence and an MHC pseudo amino acid sequence, predict their binding affinity value. This is MHC class I binding data.. This data is from Peptide-MHC class I binding affinity with 185,985 pairs from IEDB/IMGT. The peptide sequence is GTEKLTITY. The binding affinity (normalized) is 0.674. The MHC is SLA-10401 with pseudo-sequence SLA-10401.